This data is from Forward reaction prediction with 1.9M reactions from USPTO patents (1976-2016). The task is: Predict the product of the given reaction. (1) Given the reactants [CH:1]([C:4]1[N:8]=[C:7]([NH2:9])[NH:6][N:5]=1)([CH3:3])[CH3:2].[NH:10]1[C:14]2[CH:15]=[CH:16][C:17]([C:19](=O)[CH2:20][C:21](OCC)=[O:22])=[CH:18][C:13]=2[N:12]=[N:11]1.CC1C=CC(S(O)(=O)=O)=CC=1, predict the reaction product. The product is: [NH:10]1[C:14]2[CH:15]=[CH:16][C:17]([C:19]3[NH:9][C:7]4[N:6]([N:5]=[C:4]([CH:1]([CH3:3])[CH3:2])[N:8]=4)[C:21](=[O:22])[CH:20]=3)=[CH:18][C:13]=2[N:12]=[N:11]1. (2) Given the reactants C[O:2][C:3]1[CH:8]=[CH:7][C:6]([C:9]2[C:10]3[CH:17]=[CH:16][CH:15]=[CH:14][C:11]=3[S:12][CH:13]=2)=[CH:5][CH:4]=1.ClCCl.B(Br)(Br)Br.O, predict the reaction product. The product is: [S:12]1[CH:13]=[C:9]([C:6]2[CH:5]=[CH:4][C:3]([OH:2])=[CH:8][CH:7]=2)[C:10]2[CH:17]=[CH:16][CH:15]=[CH:14][C:11]1=2.